From a dataset of Experimentally validated miRNA-target interactions with 360,000+ pairs, plus equal number of negative samples. Binary Classification. Given a miRNA mature sequence and a target amino acid sequence, predict their likelihood of interaction. (1) The miRNA is hsa-miR-1228-3p with sequence UCACACCUGCCUCGCCCCCC. The protein sequence of the target gene is MAAAGSRKRRLAELTVDEFLASGFDSESESESENSPQAETREAREAARSPDKPGGSPSASRRKGRASEHKDQLSRLKDRDPEFYKFLQENDQSLLNFSDSDSSEEEEGPFHSLPDVLEEASEEEDGAEEGEDGDRVPRGLKGKKNSVPVTVAMVERWKQAAKQRLTPKLFHEVVQAFRAAVATTRGDQESAEANKFQVTDSAAFNALVTFCIRDLIGCLQKLLFGKVAKDSSRMLQPSSSPLWGKLRVDIKAYLGSAIQLVSCLSETTVLAAVLRHISVLVPCFLTFPKQCRMLLKRMVI.... Result: 0 (no interaction). (2) The miRNA is hsa-miR-3127-3p with sequence UCCCCUUCUGCAGGCCUGCUGG. The protein sequence of the target gene is MGAMAPRTLLLLLAAALAPTQTRAGPHSMRYFETAVSRPGLEEPRYISVGYVDNKEFVRFDSDAENPRYEPRAPWMEQEGPEYWERETQKAKGQEQWFRVSLRNLLGYYNQSAGGSHTLQQMSGCDLGSDWRLLRGYLQFAYEGRDYIALNEDLKTWTAADMAAQITRRKWEQSGAAEHYKAYLEGECVEWLHRYLKNGNATLLRTDSPKAHVTHHPRSKGEVTLRCWALGFYPADITLTWQLNGEELTQDMELVETRPAGDGTFQKWASVVVPLGKEQNYTCRVYHEGLPEPLTLRWEP.... Result: 0 (no interaction). (3) The miRNA is hsa-miR-197-3p with sequence UUCACCACCUUCUCCACCCAGC. The protein sequence of the target gene is MAALSGVRWLTRALVSAGNPGAWRGLSTSAAAHAASRSQAEDVRVEGSFPVTMLPGDGVGPELMHAVKEVFKAAAVPVEFQEHHLSEVQNMASEEKLEQVLSSMKENKVAIIGKIHTPMEYKGELASYDMRLRRKLDLFANVVHVKSLPGYMTRHNNLDLVIIREQTEGEYSSLEHESARGVIECLKIVTRAKSQRIAKFAFDYATKKGRGKVTAVHKANIMKLGDGLFLQCCEEVAELYPKIKFETMIIDNCCMQLVQNPYQFDVLVMPNLYGNIIDNLAAGLVGGAGVVPGESYSAEY.... Result: 1 (interaction). (4) Result: 1 (interaction). The miRNA is hsa-miR-615-3p with sequence UCCGAGCCUGGGUCUCCCUCUU. The protein sequence of the target gene is MIIYRDLISHDEMFSDIYKIREIADGLCLEVEGKMVSRTEGNIDDSLIGGNASAEGPEGEGTESTVITGVDIVMNHHLQETSFTKEAYKKYIKDYMKSIKGKLEEQRPERVKPFMTGAAEQIKHILANFKNYQFFIGENMNPDGMVALLDYREDGVTPYMIFFKDGLEMEKC. (5) The miRNA is hsa-miR-1305 with sequence UUUUCAACUCUAAUGGGAGAGA. The protein sequence of the target gene is MEAEDIQEELTCPICLDYFQDPVSIECGHNFCRGCLHRNWAPGGGPFPCPECRHPSAPAALRPNWALARLTEKTQRRRLGPVPPGLCGRHWEPLRLFCEDDQRPVCLVCRESQEHQTHAMAPIDEAFESYRTGNFDIHVDEWKRRLIRLLLYHFKQEEKLLKSQRNLVAKMKKVMHLQDVEVKNATQWKDKIKSQRMRISTEFSKLHNFLVEEEDLFLQRLNKEEEETKKKLNENTLKLNQTIASLKKLILEVGEKSQAPTLELLQNPKEVLTRSEIQDVNYSLEAVKVKTVCQIPLMKE.... Result: 1 (interaction). (6) The miRNA is ath-miR172c with sequence AGAAUCUUGAUGAUGCUGCAG. The protein sequence of the target gene is MAGEMTILGSAVLTLLLAGYLAQQYLPLPTPKVIGIDLGTTYCSVGVFFPGTGKVKVIPDENGHISIPSMVSFTDGDVYVGYESLELADSNPQNTIYDAKRFIGKIFTPEELEAEVGRYPFKVLHRNGMAEFSVTSNETIIVSPEFVGSRLLLKLKEMAEEYLGMPVANAVISVPAEFDLQQRNSTIQAANLAGLKILRVINEPTAAAMAYGLHKVDVFYVLVIDLGGGTLDVSLLNKQGGMFLTRAMSGNNKLGGQDFNQRLLQHLYKEIYQTYGFLPSRKEEIHRLRQAVEMVKLNLT.... Result: 0 (no interaction).